This data is from Reaction yield outcomes from USPTO patents with 853,638 reactions. The task is: Predict the reaction yield, written as a fraction of the theoretical maximum amount of product (1.0 means a 100% yield; for example, 0.34 means a 34% yield). (1) The reactants are C(=O)([O-])[O-].[Na+].[Na+].O.Br[C:9]1[N:14]=[CH:13][CH:12]=[CH:11][N:10]=1.[OH:15][CH2:16][C:17]1[CH:18]=[C:19](B(O)O)[CH:20]=[CH:21][CH:22]=1.C(O)CC. The catalyst is C([O-])(=O)C.[Pd+2].C([O-])(=O)C.C1(P(C2C=CC=CC=2)C2C=CC=CC=2)C=CC=CC=1. The product is [N:10]1[CH:11]=[CH:12][CH:13]=[N:14][C:9]=1[C:21]1[CH:22]=[C:17]([CH2:16][OH:15])[CH:18]=[CH:19][CH:20]=1. The yield is 0.370. (2) The reactants are [C:1]([C:4]1[C:9]([O:10][CH:11]2[CH2:16][CH2:15][N:14](C(OC(C)(C)C)=O)[CH2:13][CH2:12]2)=[CH:8][C:7](=[O:24])[N:6]([C:25]2[CH:30]=[CH:29][C:28]([C:31]#[N:32])=[C:27]([F:33])[CH:26]=2)[N:5]=1)(=O)[NH2:2].[ClH:34].O1CCOCC1.CCOCC. The catalyst is C(Cl)Cl. The product is [ClH:34].[C:31]([C:28]1[CH:29]=[CH:30][C:25]([N:6]2[C:7](=[O:24])[CH:8]=[C:9]([O:10][CH:11]3[CH2:12][CH2:13][NH:14][CH2:15][CH2:16]3)[C:4]([C:1]#[N:2])=[N:5]2)=[CH:26][C:27]=1[F:33])#[N:32]. The yield is 1.00. (3) The reactants are C([N:3]([CH2:6]C)CC)C.C1(P(N=[N+]=[N-])(C2C=CC=CC=2)=[O:15])C=CC=CC=1.[N:25]1[N:29]2[CH:30]=[CH:31][CH:32]=[N:33][C:28]2=[C:27]([C:34]2[CH:42]=[C:41]([NH:43][CH:44]3[CH2:49][CH2:48][O:47][CH2:46][CH2:45]3)[C:37](C(O)=O)=[CH:36][N:35]=2)[CH:26]=1. The catalyst is O1CCOCC1. The product is [N:25]1[N:29]2[CH:30]=[CH:31][CH:32]=[N:33][C:28]2=[C:27]([C:34]2[N:35]=[CH:36][C:37]3[NH:3][C:6](=[O:15])[N:43]([CH:44]4[CH2:49][CH2:48][O:47][CH2:46][CH2:45]4)[C:41]=3[CH:42]=2)[CH:26]=1. The yield is 0.590. (4) The reactants are [CH3:1][N:2]([CH3:32])[C:3]([C:5]1[N:26]([CH:27]2[CH2:31][CH2:30][CH2:29][CH2:28]2)[C:8]2[N:9]=[C:10]([NH:13][C:14]3[CH:19]=[CH:18][C:17]([N:20]4[CH2:25][CH2:24][NH:23][CH2:22][CH2:21]4)=[CH:16][N:15]=3)[N:11]=[CH:12][C:7]=2[CH:6]=1)=[O:4].[CH:33]1([C:36](Cl)=[O:37])CC1.CC[N:41](CC)CC. The catalyst is C(Cl)Cl. The product is [CH3:1][N:2]([CH3:32])[C:3]([C:5]1[N:26]([CH:27]2[CH2:31][CH2:30][CH2:29][CH2:28]2)[C:8]2[N:9]=[C:10]([NH:13][C:14]3[CH:19]=[CH:18][C:17]([N:20]4[CH2:21][CH2:22][N:23]([CH2:33][C:36](=[O:37])[NH2:41])[CH2:24][CH2:25]4)=[CH:16][N:15]=3)[N:11]=[CH:12][C:7]=2[CH:6]=1)=[O:4]. The yield is 0.680. (5) The reactants are [F:1][C:2]([F:18])([F:17])[C:3]1[CH:16]=[CH:15][CH:14]=[CH:13][C:4]=1[O:5][C:6]1[CH:11]=[N:10][NH:9][C:8](=[O:12])[CH:7]=1.[H-].[Na+].Br[CH:22]([CH2:32][CH:33]1[CH2:37][CH2:36][CH2:35][CH2:34]1)[C:23]([NH:25][C:26]1[CH:31]=[N:30][CH:29]=[CH:28][N:27]=1)=[O:24]. The catalyst is O1CCCC1. The product is [CH:33]1([CH2:32][CH:22]([N:9]2[C:8](=[O:12])[CH:7]=[C:6]([O:5][C:4]3[CH:13]=[CH:14][CH:15]=[CH:16][C:3]=3[C:2]([F:17])([F:1])[F:18])[CH:11]=[N:10]2)[C:23]([NH:25][C:26]2[CH:31]=[N:30][CH:29]=[CH:28][N:27]=2)=[O:24])[CH2:37][CH2:36][CH2:35][CH2:34]1. The yield is 0.270. (6) The reactants are [F:1][C:2]1[CH:7]=[C:6]([C:8]2[C:9]3[C:10]4[CH:24]=[CH:23][S:22][C:11]=4[C:12](=[O:21])[NH:13][C:14]=3[C:15]([CH3:20])=[CH:16][C:17]=2[O:18][CH3:19])[CH:5]=[CH:4][C:3]=1[C@@H:25]([CH3:36])[CH2:26][N:27](C)[C:28](=O)OC(C)(C)C.[ClH:37]. The catalyst is CCOCC. The product is [ClH:37].[F:1][C:2]1[CH:7]=[C:6]([C:8]2[C:9]3[C:10]4[CH:24]=[CH:23][S:22][C:11]=4[C:12](=[O:21])[NH:13][C:14]=3[C:15]([CH3:20])=[CH:16][C:17]=2[O:18][CH3:19])[CH:5]=[CH:4][C:3]=1[C@@H:25]([CH3:36])[CH2:26][NH:27][CH3:28]. The yield is 0.850. (7) The reactants are [NH:1]1[C:9]2[C:4](=[CH:5][CH:6]=[CH:7][CH:8]=2)[CH2:3][CH2:2]1.[C:10]([O:14][C:15]([N:17]1[CH2:22][CH2:21][C:20]([NH:26][C:27]([O:29][C:30]([CH3:33])([CH3:32])[CH3:31])=[O:28])([C:23](O)=[O:24])[CH2:19][CH2:18]1)=[O:16])([CH3:13])([CH3:12])[CH3:11].CN(C(ON1N=NC2C=CC=NC1=2)=[N+](C)C)C.F[P-](F)(F)(F)(F)F.CCN(C(C)C)C(C)C. The catalyst is CN(C=O)C. The product is [C:10]([O:14][C:15]([N:17]1[CH2:22][CH2:21][C:20]([NH:26][C:27]([O:29][C:30]([CH3:33])([CH3:32])[CH3:31])=[O:28])([C:23]([N:1]2[C:9]3[C:4](=[CH:5][CH:6]=[CH:7][CH:8]=3)[CH2:3][CH2:2]2)=[O:24])[CH2:19][CH2:18]1)=[O:16])([CH3:13])([CH3:12])[CH3:11]. The yield is 0.310. (8) The reactants are Br[C:2]1[CH:3]=[C:4]([Cl:11])[CH:5]=[C:6]2[C:10]=1[NH:9][N:8]=[CH:7]2.C([Li])CCC.[C:17](=[O:19])=[O:18]. The catalyst is C1COCC1.CCCCCC. The product is [Cl:11][C:4]1[CH:5]=[C:6]2[C:10](=[C:2]([C:17]([OH:19])=[O:18])[CH:3]=1)[NH:9][N:8]=[CH:7]2. The yield is 0.330. (9) The reactants are [CH2:1]1[CH:13]2[CH:5]([C:6]3[CH2:7][CH2:8][CH2:9][CH2:10][C:11]=3[C:12]2=O)[CH2:4][CH2:3][CH2:2]1.[CH3:15][Mg]Br.Cl. The catalyst is O1CCCC1. The product is [CH3:15][C:12]1[C:11]2[CH2:10][CH2:9][CH2:8][CH2:7][C:6]=2[CH:5]2[C:13]=1[CH2:1][CH2:2][CH2:3][CH2:4]2. The yield is 0.920.